From a dataset of Forward reaction prediction with 1.9M reactions from USPTO patents (1976-2016). Predict the product of the given reaction. (1) Given the reactants [NH2:1][CH2:2][CH2:3][CH2:4][C@H:5]1[CH2:9][NH:8]/[C:7](=[N:10]\[C:11]([C:13]2[C:18]([NH2:19])=[N:17][C:16]([NH2:20])=[C:15]([Cl:21])[N:14]=2)=[O:12])/[NH:6]1.[C:22]([N:29]1[CH:33]=[CH:32]N=C1)(N1C=CN=C1)=[O:23].C(N)[C:35]1[CH:40]=[CH:39]C=[CH:37][CH:36]=1.C(OCC)C, predict the reaction product. The product is: [CH2:33]([NH:29][C:22](=[O:23])[NH:1][CH2:2][CH2:3][CH2:4][C@H:5]1[CH2:9][NH:8]/[C:7](=[N:10]\[C:11]([C:13]2[C:18]([NH2:19])=[N:17][C:16]([NH2:20])=[C:15]([Cl:21])[N:14]=2)=[O:12])/[NH:6]1)[C:32]1[CH:39]=[CH:40][CH:35]=[CH:36][CH:37]=1. (2) Given the reactants B(F)(F)F.CCOCC.[CH:10]1([C@@H:13]2[O:21][CH2:20][C:16]3=[N:17][O:18][CH2:19][C@@H:15]3[CH2:14]2)[CH2:12][CH2:11]1.[F:22][C:23]1[CH:28]=[C:27]([F:29])[CH:26]=[CH:25][C:24]=1I.C([Li])CCC, predict the reaction product. The product is: [CH:10]1([C@@H:13]2[O:21][CH2:20][C@:16]3([C:26]4[CH:25]=[CH:24][C:23]([F:22])=[CH:28][C:27]=4[F:29])[NH:17][O:18][CH2:19][C@@H:15]3[CH2:14]2)[CH2:12][CH2:11]1. (3) Given the reactants [CH3:1][C@H:2]1[C@@H:7]([N:8]([C:10]2[N:18]=[CH:17][N:16]=[C:15]3[C:11]=2[CH:12]=[CH:13][NH:14]3)[CH3:9])[CH2:6][N:5]([C:19]([CH2:21][C:22]#[N:23])=[O:20])[CH2:4][CH2:3]1.Br.[C:25]([O-:37])(=[O:36])[CH2:26][C:27]([CH2:32][C:33]([OH:35])=[O:34])([C:29]([OH:31])=[O:30])[OH:28].[Na+], predict the reaction product. The product is: [CH3:1][C@H:2]1[C@@H:7]([N:8]([C:10]2[N:18]=[CH:17][N:16]=[C:15]3[C:11]=2[CH:12]=[CH:13][NH:14]3)[CH3:9])[CH2:6][N:5]([C:19]([CH2:21][C:22]#[N:23])=[O:20])[CH2:4][CH2:3]1.[CH2:32]([C:27]([OH:28])([C:29]([OH:31])=[O:30])[CH2:26][C:25]([OH:37])=[O:36])[C:33]([OH:35])=[O:34]. (4) Given the reactants [Cl:1][C:2]1[CH:7]=[CH:6][CH:5]=[CH:4][C:3]=1[C:8]1[O:12][N:11]=[CH:10][C:9]=1[C:13]([OH:15])=O.Cl.[CH3:17][C:18]1[CH:23]=[CH:22][C:21]([S:24]([CH:27]2[CH2:31][CH2:30][NH:29][CH2:28]2)(=[O:26])=[O:25])=[CH:20][CH:19]=1, predict the reaction product. The product is: [Cl:1][C:2]1[CH:7]=[CH:6][CH:5]=[CH:4][C:3]=1[C:8]1[O:12][N:11]=[CH:10][C:9]=1[C:13]([N:29]1[CH2:30][CH2:31][CH:27]([S:24]([C:21]2[CH:22]=[CH:23][C:18]([CH3:17])=[CH:19][CH:20]=2)(=[O:26])=[O:25])[CH2:28]1)=[O:15]. (5) The product is: [F:23][C:13]1[CH:12]=[C:11]([C:5]2[NH:6][C:7]3[C:3]([N:4]=2)=[C:2]([C:42]2[CH:43]=[CH:44][C:37]([O:36][CH:33]4[CH2:34][CH2:35][O:30][CH2:31][CH2:32]4)=[C:38]([CH:41]=2)[C:39]#[N:40])[N:10]=[CH:9][N:8]=3)[CH:16]=[CH:15][C:14]=1[N:17]1[CH2:22][CH2:21][O:20][CH2:19][CH2:18]1. Given the reactants Cl[C:2]1[N:10]=[CH:9][N:8]=[C:7]2[C:3]=1[N:4]=[C:5]([C:11]1[CH:16]=[CH:15][C:14]([N:17]3[CH2:22][CH2:21][O:20][CH2:19][CH2:18]3)=[C:13]([F:23])[CH:12]=1)[NH:6]2.C([O-])([O-])=O.[K+].[K+].[O:30]1[CH2:35][CH2:34][CH:33]([O:36][C:37]2[CH:44]=[CH:43][C:42](B3OC(C)(C)C(C)(C)O3)=[CH:41][C:38]=2[C:39]#[N:40])[CH2:32][CH2:31]1, predict the reaction product. (6) The product is: [Br:22][CH2:6][C:3]1([C:2]([F:9])([F:8])[F:1])[CH2:5][CH2:4]1. Given the reactants [F:1][C:2]([F:9])([F:8])[C:3]1([CH2:6]O)[CH2:5][CH2:4]1.CCN(CC)CC.CS(Cl)(=O)=O.[Br-:22].[Na+], predict the reaction product.